This data is from Full USPTO retrosynthesis dataset with 1.9M reactions from patents (1976-2016). The task is: Predict the reactants needed to synthesize the given product. (1) Given the product [CH:3]1[CH:8]=[CH:7][C:6]([C:9]#[C:10][C:11]([C:13]2[CH:18]=[CH:17][CH:16]=[CH:15][CH:14]=2)=[O:12])=[CH:5][CH:4]=1, predict the reactants needed to synthesize it. The reactants are: [OH-].[K+].[CH:3]1[CH:8]=[CH:7][C:6](/[CH:9]=[C:10](\Br)/[C:11]([C:13]2[CH:18]=[CH:17][CH:16]=[CH:15][CH:14]=2)=[O:12])=[CH:5][CH:4]=1. (2) Given the product [CH3:1][N:2]1[C:10]2[C:5](=[CH:6][C:7]([NH2:11])=[CH:8][CH:9]=2)[CH:4]=[C:3]1[CH3:14], predict the reactants needed to synthesize it. The reactants are: [CH3:1][N:2]1[C:10]2[C:5](=[CH:6][C:7]([N+:11]([O-])=O)=[CH:8][CH:9]=2)[CH:4]=[C:3]1[CH3:14].C1COCC1. (3) Given the product [NH2:30][C:26](=[O:29])[CH2:27][CH2:28][O:21][CH2:20][CH2:19][NH:18][C:16]([C:15]1[CH:14]=[N:13][N:11]2[CH:12]=[C:7]([CH2:6][C:5]3[CH:4]=[CH:3][C:2]([Br:1])=[CH:23][CH:22]=3)[CH:8]=[N:9][C:10]=12)=[O:17], predict the reactants needed to synthesize it. The reactants are: [Br:1][C:2]1[CH:23]=[CH:22][C:5]([CH2:6][C:7]2[CH:8]=[N:9][C:10]3[N:11]([N:13]=[CH:14][C:15]=3[C:16]([NH:18][CH2:19][CH2:20][OH:21])=[O:17])[CH:12]=2)=[CH:4][CH:3]=1.[OH-].[K+].[C:26]([NH2:30])(=[O:29])[CH:27]=[CH2:28]. (4) Given the product [CH3:1][O:2][C:3](=[O:12])[C:4]1[C:9]([CH3:10])=[CH:8][CH:7]=[CH:6][C:5]=1[N:11]=[C:14]=[O:16], predict the reactants needed to synthesize it. The reactants are: [CH3:1][O:2][C:3](=[O:12])[C:4]1[C:9]([CH3:10])=[CH:8][CH:7]=[CH:6][C:5]=1[NH2:11].Cl[C:14](Cl)([O:16]C(=O)OC(Cl)(Cl)Cl)Cl. (5) Given the product [C:15]1([P:7]([C:1]2[CH:2]=[CH:3][CH:4]=[CH:5][CH:6]=2)[C:8]2[N:13]=[C:12]([NH:14][C:28](=[O:30])[CH3:29])[CH:11]=[CH:10][CH:9]=2)[CH:16]=[CH:17][CH:18]=[CH:19][CH:20]=1, predict the reactants needed to synthesize it. The reactants are: [C:1]1([P:7]([C:15]2[CH:20]=[CH:19][CH:18]=[CH:17][CH:16]=2)[C:8]2[N:13]=[C:12]([NH2:14])[CH:11]=[CH:10][CH:9]=2)[CH:6]=[CH:5][CH:4]=[CH:3][CH:2]=1.C(N(CC)CC)C.[C:28](OC(=O)C)(=[O:30])[CH3:29]. (6) Given the product [C:1]([O:5][C:6](=[O:23])[NH:7][C@H:8]1[CH2:13][CH2:12][C@H:11]([CH:14]=[O:26])[CH2:10][CH2:9]1)([CH3:4])([CH3:3])[CH3:2], predict the reactants needed to synthesize it. The reactants are: [C:1]([O:5][C:6](=[O:23])[NH:7][C@H:8]1[CH2:13][CH2:12][C@H:11]([CH:14]=NCC2C=CC=CC=2)[CH2:10][CH2:9]1)([CH3:4])([CH3:3])[CH3:2].C(O)(=O)C(O)=[O:26]. (7) Given the product [CH3:5][C:6]1[CH:11]=[N:10][C:9]([C:12]2[N:2]([CH3:1])[C:3]([S:4][CH3:19])=[N:15][N:14]=2)=[CH:8][N:7]=1, predict the reactants needed to synthesize it. The reactants are: [CH3:1][N:2]=[C:3]=[S:4].[CH3:5][C:6]1[N:7]=[CH:8][C:9]([C:12]([NH:14][NH2:15])=O)=[N:10][CH:11]=1.[OH-].[Na+].I[CH3:19].